This data is from Catalyst prediction with 721,799 reactions and 888 catalyst types from USPTO. The task is: Predict which catalyst facilitates the given reaction. (1) Reactant: [Cl:1][C:2]1[C:19]([C:20]([F:23])([F:22])[F:21])=[CH:18][CH:17]=[CH:16][C:3]=1[CH2:4][N:5]1[CH:10]([CH:11]2[CH2:13][CH2:12]2)[CH2:9][NH:8][C:7](=[O:14])[C:6]1=[O:15].[C:24](=O)([O-])[O-].[Na+].[Na+].F[B-](F)(F)F.C([O+](CC)CC)C. Product: [Cl:1][C:2]1[C:19]([C:20]([F:23])([F:21])[F:22])=[CH:18][CH:17]=[CH:16][C:3]=1[CH2:4][N:5]1[CH:10]([CH:11]2[CH2:12][CH2:13]2)[CH2:9][N:8]=[C:7]([O:14][CH3:24])[C:6]1=[O:15]. The catalyst class is: 2. (2) Reactant: C[CH2:2][N:3]([CH:7]([CH3:9])C)[CH:4]([CH3:6])[CH3:5].CN(C([O:17]N1N=NC2C=CC=NC1=2)=[N+](C)C)C.F[P-](F)(F)(F)(F)F.[Cl:34][C:35]1[CH:55]=[CH:54][CH:53]=[CH:52][C:36]=1[C:37]([NH:39][C@H:40]1[C:48]2[C:43](=[CH:44][CH:45]=C(C(O)=O)[CH:47]=2)[CH2:42][CH2:41]1)=[O:38].CNC1C[CH2:62][N:61]([C:64]([O:66][C:67]([CH3:70])([CH3:69])[CH3:68])=[O:65])[CH2:60]C1. Product: [Cl:34][C:35]1[CH:55]=[CH:54][CH:53]=[CH:52][C:36]=1[C:37]([NH:39][C@H:40]1[C:48]2[C:43](=[CH:44][CH:45]=[C:9]([C:7]([N:3]([CH:4]3[CH2:5][CH2:62][N:61]([C:64]([O:66][C:67]([CH3:70])([CH3:69])[CH3:68])=[O:65])[CH2:60][CH2:6]3)[CH3:2])=[O:17])[CH:47]=2)[CH2:42][CH2:41]1)=[O:38]. The catalyst class is: 1. (3) Reactant: C([O:3][C:4]([CH:6]1[CH2:11][CH2:10][CH:9]([NH:12][C:13]2[N:18]=[C:17]([N:19]3[C:23]4[CH:24]=[CH:25][CH:26]=[C:27]([I:28])[C:22]=4[N:21]=[N:20]3)[CH:16]=[CH:15][N:14]=2)[CH2:8][CH2:7]1)=[O:5])C.O[Li].O.C(O)(=O)CC(CC(O)=O)(C(O)=O)O. Product: [I:28][C:27]1[C:22]2[N:21]=[N:20][N:19]([C:17]3[CH:16]=[CH:15][N:14]=[C:13]([NH:12][CH:9]4[CH2:8][CH2:7][CH:6]([C:4]([OH:5])=[O:3])[CH2:11][CH2:10]4)[N:18]=3)[C:23]=2[CH:24]=[CH:25][CH:26]=1. The catalyst class is: 636. (4) Reactant: [C:1]([C:3]1[C:4]([CH2:20][C:21]([CH3:24])([CH3:23])[CH3:22])=[N:5][C:6]([CH3:19])=[C:7]([C:11]=1[C:12]1[CH:17]=[CH:16][C:15]([CH3:18])=[CH:14][CH:13]=1)[C:8](O)=[O:9])#[N:2].CN(C)C=O.C(Cl)(=O)C(Cl)=O.[BH4-].[Na+]. Product: [OH:9][CH2:8][C:7]1[C:6]([CH3:19])=[N:5][C:4]([CH2:20][C:21]([CH3:23])([CH3:22])[CH3:24])=[C:3]([C:11]=1[C:12]1[CH:17]=[CH:16][C:15]([CH3:18])=[CH:14][CH:13]=1)[C:1]#[N:2]. The catalyst class is: 111. (5) Reactant: [Cl:1][C:2]1[N:7]=[C:6]([C:8]([O:10]C)=[O:9])[C:5](=[O:12])[N:4]([CH2:13][CH2:14][O:15][CH3:16])[C:3]=1[C:17]1[CH:22]=[C:21]([F:23])[CH:20]=[C:19]([F:24])[CH:18]=1.[OH-].[K+]. Product: [Cl:1][C:2]1[N:7]=[C:6]([C:8]([OH:10])=[O:9])[C:5](=[O:12])[N:4]([CH2:13][CH2:14][O:15][CH3:16])[C:3]=1[C:17]1[CH:22]=[C:21]([F:23])[CH:20]=[C:19]([F:24])[CH:18]=1. The catalyst class is: 24. (6) Reactant: [Cl:1][C:2]([Cl:11])([Cl:10])[C:3]([C:5]1[NH:6][CH:7]=[CH:8][CH:9]=1)=[O:4].[I:12]Cl. Product: [Cl:11][C:2]([Cl:1])([Cl:10])[C:3]([C:5]1[NH:6][CH:7]=[C:8]([I:12])[CH:9]=1)=[O:4]. The catalyst class is: 4. (7) Reactant: Cl.[CH3:2][O:3][N:4]([CH3:20])[C:5]([C@@:7]1([NH2:19])[C@@H:9]([C:10]2[CH:15]=[CH:14][CH:13]=[CH:12][CH:11]=2)[C@H:8]1[CH2:16][O:17][CH3:18])=[O:6].[F:21][C:22]([F:38])([F:37])[C:23]1[O:27][N:26]=[C:25]([C:28]2[S:32][C:31]([S:33](Cl)(=[O:35])=[O:34])=[CH:30][CH:29]=2)[CH:24]=1. Product: [CH3:2][O:3][N:4]([CH3:20])[C:5]([C@@:7]1([NH:19][S:33]([C:31]2[S:32][C:28]([C:25]3[CH:24]=[C:23]([C:22]([F:21])([F:37])[F:38])[O:27][N:26]=3)=[CH:29][CH:30]=2)(=[O:34])=[O:35])[C@@H:9]([C:10]2[CH:15]=[CH:14][CH:13]=[CH:12][CH:11]=2)[C@H:8]1[CH2:16][O:17][CH3:18])=[O:6]. The catalyst class is: 17. (8) Reactant: [C:1]([Si:5](Cl)([CH3:7])[CH3:6])([CH3:4])([CH3:3])[CH3:2].[OH:9][CH2:10][CH2:11][CH2:12][CH2:13][C:14]([O:16][CH3:17])=[O:15].N1C=CN=C1. Product: [Si:5]([O:9][CH2:10][CH2:11][CH2:12][CH2:13][C:14]([O:16][CH3:17])=[O:15])([C:1]([CH3:4])([CH3:3])[CH3:2])([CH3:7])[CH3:6]. The catalyst class is: 2. (9) Product: [CH3:25][O:24][C:19]1[CH:20]=[CH:21][CH:22]=[CH:23][C:18]=1[C:15]1[CH:14]=[CH:13][C:12]([O:11][CH2:10][C:8]2[CH:9]=[C:5]([C:3]([OH:4])=[O:2])[O:6][C:7]=2[CH3:26])=[CH:17][CH:16]=1. The catalyst class is: 7. Reactant: C[O:2][C:3]([C:5]1[O:6][C:7]([CH3:26])=[C:8]([CH2:10][O:11][C:12]2[CH:17]=[CH:16][C:15]([C:18]3[CH:23]=[CH:22][CH:21]=[CH:20][C:19]=3[O:24][CH3:25])=[CH:14][CH:13]=2)[CH:9]=1)=[O:4].